This data is from Full USPTO retrosynthesis dataset with 1.9M reactions from patents (1976-2016). The task is: Predict the reactants needed to synthesize the given product. (1) The reactants are: [CH3:1][O:2][C:3]1[CH:4]=[C:5]2[C:10](=[CH:11][C:12]=1[O:13][CH3:14])[NH:9][CH:8]=[CH:7][C:6]2=[O:15].Br[C:17]1[CH:18]=[CH:19][C:20]([N+:23]([O-:25])=[O:24])=[N:21][CH:22]=1.C(=O)([O-])[O-].[Cs+].[Cs+]. Given the product [CH3:1][O:2][C:3]1[CH:4]=[C:5]2[C:10](=[CH:11][C:12]=1[O:13][CH3:14])[N:9]=[CH:8][CH:7]=[C:6]2[O:15][C:17]1[CH:22]=[N:21][C:20]([N+:23]([O-:25])=[O:24])=[CH:19][CH:18]=1, predict the reactants needed to synthesize it. (2) Given the product [ClH:35].[ClH:35].[C:21]([CH:9]1[CH2:10][N:11]([CH2:14][C:15]2[CH:20]=[CH:19][CH:18]=[CH:17][CH:16]=2)[CH2:12][CH2:13][N:8]1[CH2:7][C:1]1[CH:6]=[CH:5][CH:4]=[CH:3][CH:2]=1)(=[O:22])[C:27]1[CH:32]=[CH:31][CH:30]=[CH:29][CH:28]=1, predict the reactants needed to synthesize it. The reactants are: [C:1]1([CH2:7][N:8]2[CH2:13][CH2:12][N:11]([CH2:14][C:15]3[CH:20]=[CH:19][CH:18]=[CH:17][CH:16]=3)[CH2:10][CH:9]2[C:21](N(OC)C)=[O:22])[CH:6]=[CH:5][CH:4]=[CH:3][CH:2]=1.[C:27]1([Mg]Br)[CH:32]=[CH:31][CH:30]=[CH:29][CH:28]=1.[Cl-:35].[NH4+]. (3) Given the product [N:1]1([CH2:6][C:7]2[CH:12]=[CH:11][C:10]([CH2:13][CH2:14][NH:15][C:25]([C:24]3[CH:23]=[CH:22][C:21]([C:28]4[CH:33]=[CH:32][CH:31]=[CH:30][CH:29]=4)=[CH:20][C:19]=3[N+:16]([O-:18])=[O:17])=[O:26])=[CH:9][CH:8]=2)[CH2:5][CH2:4][CH2:3][CH2:2]1, predict the reactants needed to synthesize it. The reactants are: [N:1]1([CH2:6][C:7]2[CH:12]=[CH:11][C:10]([CH2:13][CH2:14][NH2:15])=[CH:9][CH:8]=2)[CH2:5][CH2:4][CH2:3][CH2:2]1.[N+:16]([C:19]1[CH:20]=[C:21]([C:28]2[CH:33]=[CH:32][CH:31]=[CH:30][CH:29]=2)[CH:22]=[CH:23][C:24]=1[C:25](O)=[O:26])([O-:18])=[O:17]. (4) Given the product [Br:29][C:22]1[CH:21]=[C:20]2[C:25]([C:26](=[O:27])[C:17]3[C:15](=[O:14])[NH:6][S:33][C:18]=3[N:19]2[CH:30]2[CH2:32][CH2:31]2)=[CH:24][C:23]=1[F:28], predict the reactants needed to synthesize it. The reactants are: C([O-])(O)=O.[Na+].[NH2:6]OS(O)(=O)=O.C([O:14][C:15]([C:17]1[C:26](=[O:27])[C:25]2[C:20](=[CH:21][C:22]([Br:29])=[C:23]([F:28])[CH:24]=2)[N:19]([CH:30]2[CH2:32][CH2:31]2)[C:18]=1[SH:33])=O)C.Cl. (5) The reactants are: [Br:1][C:2]1[C:3]([F:20])=[C:4]([F:19])[C:5]([NH:11][C:12]2[CH:17]=[CH:16][CH:15]=[CH:14][C:13]=2[Cl:18])=[C:6]([CH:10]=1)[C:7]([OH:9])=[O:8].[CH2:21]1COCC1.C[Si](C=[N+]=[N-])(C)C. Given the product [CH3:21][O:8][C:7](=[O:9])[C:6]1[CH:10]=[C:2]([Br:1])[C:3]([F:20])=[C:4]([F:19])[C:5]=1[NH:11][C:12]1[CH:17]=[CH:16][CH:15]=[CH:14][C:13]=1[Cl:18], predict the reactants needed to synthesize it. (6) Given the product [Cl:13][C:12]1[C:3]2[CH2:2][N:28]([CH:26]([C:23]3[CH:24]=[N:25][C:20]([O:19][CH2:18][CH2:17][C:16]([F:30])([F:15])[F:29])=[CH:21][CH:22]=3)[CH3:27])[C:5](=[O:7])[C:4]=2[CH:9]=[CH:10][N:11]=1, predict the reactants needed to synthesize it. The reactants are: Br[CH2:2][C:3]1[C:12]([Cl:13])=[N:11][CH:10]=[CH:9][C:4]=1[C:5]([O:7]C)=O.Cl.[F:15][C:16]([F:30])([F:29])[CH2:17][CH2:18][O:19][C:20]1[N:25]=[CH:24][C:23]([CH:26]([NH2:28])[CH3:27])=[CH:22][CH:21]=1. (7) Given the product [NH2:1][C:2]1[O:3][CH2:4][C@@:5]2([N:21]=1)[C:6]1[CH:7]=[C:8]([OH:20])[CH:9]=[CH:10][C:11]=1[O:12][C:13]1[C:18]2=[CH:17][C:16]([C:24]2[CH:23]=[N:22][CH:27]=[CH:26][CH:25]=2)=[CH:15][CH:14]=1, predict the reactants needed to synthesize it. The reactants are: [NH2:1][C:2]1[O:3][CH2:4][C@:5]2([N:21]=1)[C:18]1[CH:17]=[C:16](Br)[CH:15]=[CH:14][C:13]=1[O:12][C:11]1[C:6]2=[CH:7][C:8]([OH:20])=[CH:9][CH:10]=1.[N:22]1[CH:27]=[CH:26][CH:25]=[C:24](B(O)O)[CH:23]=1.C1COCC1.C(=O)([O-])[O-].[K+].[K+]. (8) Given the product [O:23]=[C:24]1[CH2:29][O:28][CH2:27][CH2:26][N:25]1[C:30]1[CH:31]=[CH:32][C:33]([NH:36][C:9](=[O:11])[CH:8]([C:3]2[CH:4]=[CH:5][CH:6]=[CH:7][C:2]=2[CH3:1])[NH:12][C:13]([NH:15][C:16]2[CH:21]=[CH:20][C:19]([Cl:22])=[CH:18][CH:17]=2)=[O:14])=[CH:34][CH:35]=1, predict the reactants needed to synthesize it. The reactants are: [CH3:1][C:2]1[CH:7]=[CH:6][CH:5]=[CH:4][C:3]=1[CH:8]([NH:12][C:13]([NH:15][C:16]1[CH:21]=[CH:20][C:19]([Cl:22])=[CH:18][CH:17]=1)=[O:14])[C:9]([OH:11])=O.[O:23]=[C:24]1[CH2:29][O:28][CH2:27][CH2:26][N:25]1[C:30]1[CH:35]=[CH:34][C:33]([NH2:36])=[CH:32][CH:31]=1.C(Cl)CCl.